Dataset: Forward reaction prediction with 1.9M reactions from USPTO patents (1976-2016). Task: Predict the product of the given reaction. (1) Given the reactants COP([CH2:7][C:8]1[S:16][C:15]2[C:14]([N:17]3[CH2:22][CH2:21][O:20][CH2:19][CH2:18]3)=[N:13][C:12]([Cl:23])=[N:11][C:10]=2[CH:9]=1)(=O)OC.C([N-]C(C)C)(C)C.[Li+].[C:32]([O:36][C:37]([N:39]1[CH2:44][CH2:43][C:42](=O)[CH2:41][CH2:40]1)=[O:38])([CH3:35])([CH3:34])[CH3:33], predict the reaction product. The product is: [C:32]([O:36][C:37]([N:39]1[CH2:44][CH2:43][C:42](=[CH:7][C:8]2[S:16][C:15]3[C:14]([N:17]4[CH2:18][CH2:19][O:20][CH2:21][CH2:22]4)=[N:13][C:12]([Cl:23])=[N:11][C:10]=3[CH:9]=2)[CH2:41][CH2:40]1)=[O:38])([CH3:35])([CH3:33])[CH3:34]. (2) Given the reactants [C:1]([C:5]1[CH:9]=[CH:8][NH:7][N:6]=1)([CH3:4])([CH3:3])[CH3:2].[OH-].[Na+].[Br:12]Br, predict the reaction product. The product is: [Br:12][C:9]1[C:5]([C:1]([CH3:4])([CH3:3])[CH3:2])=[N:6][NH:7][CH:8]=1. (3) The product is: [NH:7]1[C:8]2[C:17]3[NH:16][CH2:15][CH2:14][CH2:13][C:12]=3[CH:11]=[CH:10][C:9]=2[NH:19][C:4](=[O:3])[C:5]1=[O:6]. Given the reactants C([O:3][C:4](=O)[C:5]([NH:7][C:8]1[C:9]([N+:19]([O-])=O)=[CH:10][C:11](Br)=[C:12]2[C:17]=1[N:16]=[CH:15][CH:14]=[CH:13]2)=[O:6])C.[H][H], predict the reaction product. (4) The product is: [NH2:1][C:2]1[C:3]([C:15]([NH2:17])=[O:16])=[CH:4][C:5]2[C:13]3[C:8](=[CH:9][CH:10]=[CH:11][CH:12]=3)[N:7]([S:22]([N:21]([CH3:26])[CH3:20])(=[O:24])=[O:23])[C:6]=2[N:14]=1. Given the reactants [NH2:1][C:2]1[C:3]([C:15]([NH2:17])=[O:16])=[CH:4][C:5]2[C:13]3[C:8](=[CH:9][CH:10]=[CH:11][CH:12]=3)[NH:7][C:6]=2[N:14]=1.[H-].[Na+].[CH3:20][N:21]([CH3:26])[S:22](Cl)(=[O:24])=[O:23], predict the reaction product. (5) Given the reactants [H-].C([Al+]CC(C)C)C(C)C.[NH2:11][C:12]1[CH:17]=[CH:16][C:15]([C:18]2[CH:23]=[CH:22][C:21]([C:24]([F:27])([F:26])[F:25])=[CH:20][CH:19]=2)=[CH:14][C:13]=1[C:28](OC)=[O:29].CO.O, predict the reaction product. The product is: [NH2:11][C:12]1[CH:17]=[CH:16][C:15]([C:18]2[CH:19]=[CH:20][C:21]([C:24]([F:25])([F:26])[F:27])=[CH:22][CH:23]=2)=[CH:14][C:13]=1[CH2:28][OH:29]. (6) Given the reactants [CH3:1][C:2]1[CH:7]=[CH:6][C:5]([C:8]([CH:10]([CH2:14][CH2:15][C:16](=[O:18])[CH3:17])[C:11]([O-:13])=[O:12])=O)=[CH:4][CH:3]=1.[C:19](O)(=O)[CH3:20].N1CCCCC1.CCOC(C)=O, predict the reaction product. The product is: [CH3:1][C:2]1[CH:7]=[CH:6][C:5]([C:8]2[CH:10]([C:11]([O:13][CH2:19][CH3:20])=[O:12])[CH2:14][CH2:15][C:16](=[O:18])[CH:17]=2)=[CH:4][CH:3]=1. (7) Given the reactants C(OC([N:8]1[C:12]2=[C:13]([Cl:25])[N:14]=[CH:15][C:16]([C:17]([N:19]3[CH2:24][CH2:23][O:22][CH2:21][CH2:20]3)=[O:18])=[C:11]2[C:10]([CH3:26])=[CH:9]1)=O)(C)(C)C.[NH:27]1[CH2:32][CH2:31][O:30][CH2:29][CH2:28]1.CS(O)(=O)=O, predict the reaction product. The product is: [ClH:25].[CH3:26][C:10]1[C:11]2[C:12](=[C:13]([N:27]3[CH2:32][CH2:31][O:30][CH2:29][CH2:28]3)[N:14]=[CH:15][C:16]=2[C:17]([N:19]2[CH2:20][CH2:21][O:22][CH2:23][CH2:24]2)=[O:18])[NH:8][CH:9]=1.